This data is from Reaction yield outcomes from USPTO patents with 853,638 reactions. The task is: Predict the reaction yield, written as a fraction of the theoretical maximum amount of product (1.0 means a 100% yield; for example, 0.34 means a 34% yield). (1) The reactants are [NH2:1][C:2]1[N:3]=[CH:4][C:5]([C:18]2[CH:19]=[N:20][N:21]([CH2:23][C:24]([NH:26][CH:27]3[CH2:32][CH2:31][N:30](C(OC(C)(C)C)=O)[C@@H:29]([C:40]([O:42][C:43]([CH3:46])([CH3:45])[CH3:44])=[O:41])[CH2:28]3)=[O:25])[CH:22]=2)=[N:6][C:7]=1[NH:8][CH2:9][C:10]1[C:15]([Cl:16])=[CH:14][CH:13]=[CH:12][C:11]=1[Cl:17].Cl.[OH-].[Na+]. The catalyst is O1CCOCC1. The product is [NH2:1][C:2]1[N:3]=[CH:4][C:5]([C:18]2[CH:19]=[N:20][N:21]([CH2:23][C:24]([NH:26][CH:27]3[CH2:32][CH2:31][NH:30][C@@H:29]([C:40]([O:42][C:43]([CH3:46])([CH3:45])[CH3:44])=[O:41])[CH2:28]3)=[O:25])[CH:22]=2)=[N:6][C:7]=1[NH:8][CH2:9][C:10]1[C:15]([Cl:16])=[CH:14][CH:13]=[CH:12][C:11]=1[Cl:17]. The yield is 0.0800. (2) The yield is 0.950. The reactants are O1CCCC1.[Br:6][C:7]1[C:12]([F:13])=[CH:11][C:10]([S:14](Cl)(=[O:16])=[O:15])=[C:9]([F:18])[CH:8]=1.O.[NH3:20]. The catalyst is O. The product is [Br:6][C:7]1[C:12]([F:13])=[CH:11][C:10]([S:14]([NH2:20])(=[O:16])=[O:15])=[C:9]([F:18])[CH:8]=1. (3) The product is [Cl:1][C:2]1[C:3]([N:8]2[C:12]([C:13]([O:15][CH2:16][CH3:17])=[O:14])=[CH:11][C:10]([C:19]([F:22])([F:20])[F:21])=[N:9]2)=[N:4][CH:5]=[CH:6][CH:7]=1. The yield is 0.770. The catalyst is S(=O)(=O)(O)O.C(O)(=O)C. The reactants are [Cl:1][C:2]1[C:3]([N:8]2[C:12](O)([C:13]([O:15][CH2:16][CH3:17])=[O:14])[CH2:11][C:10]([C:19]([F:22])([F:21])[F:20])=[N:9]2)=[N:4][CH:5]=[CH:6][CH:7]=1. (4) The reactants are ClC1C=C(C=CC=1)C(OO)=[O:6].F[C:13]1[CH:14]=[CH:15][C:16]([O:22][CH2:23][C@H:24]2[CH2:26][O:25]2)=[C:17](C(=O)C)[CH:18]=1.[OH-].[Na+].[C:29]1([CH3:39])[CH:34]=[CH:33][C:32]([S:35](Cl)(=[O:37])=[O:36])=[CH:31][CH:30]=1.Cl. The catalyst is ClCCl.N1C=CC=CC=1. The product is [O:6]1[C:17]2[CH:18]=[CH:13][CH:14]=[CH:15][C:16]=2[O:22][CH2:23][C@@H:24]1[CH2:26][O:25][S:35]([C:32]1[CH:33]=[CH:34][C:29]([CH3:39])=[CH:30][CH:31]=1)(=[O:37])=[O:36]. The yield is 0.630. (5) The catalyst is CN(C=O)C.O. The yield is 0.970. The reactants are [CH3:1][O:2][C:3]1[N:7]([C:8]2[CH:13]=[CH:12][C:11]([C:14](=[O:21])[NH:15][CH2:16][CH2:17][CH2:18][O:19][CH3:20])=[CH:10][N:9]=2)[N:6]=[CH:5][C:4]=1C(O)=O.C1C(=O)N([Br:32])C(=O)C1.C(=O)(O)[O-].[Na+]. The product is [Br:32][C:4]1[CH:5]=[N:6][N:7]([C:8]2[CH:13]=[CH:12][C:11]([C:14]([NH:15][CH2:16][CH2:17][CH2:18][O:19][CH3:20])=[O:21])=[CH:10][N:9]=2)[C:3]=1[O:2][CH3:1]. (6) The reactants are [OH:1][C:2]1[CH:3]=[C:4]2[C:9](=[CH:10][CH:11]=1)[NH:8][C:7](=[O:12])[CH2:6][CH2:5]2.[CH:13]1([N:19]2[C:23]([CH2:24][CH2:25][CH2:26][CH2:27]Cl)=[N:22][N:21]=[N:20]2)[CH2:18][CH2:17][CH2:16][CH2:15][CH2:14]1.C(=O)([O-])[O-].[K+].[K+]. The catalyst is [Cl-].C([N+](CCCC)(CCCC)CCCC)CCC.S([O-])([O-])=O.[Na+].[Na+].O. The product is [CH:13]1([N:19]2[C:23]([CH2:24][CH2:25][CH2:26][CH2:27][O:1][C:2]3[CH:3]=[C:4]4[C:9](=[CH:10][CH:11]=3)[NH:8][C:7](=[O:12])[CH2:6][CH2:5]4)=[N:22][N:21]=[N:20]2)[CH2:14][CH2:15][CH2:16][CH2:17][CH2:18]1. The yield is 0.877.